This data is from Rat liver microsome stability data. The task is: Regression/Classification. Given a drug SMILES string, predict its absorption, distribution, metabolism, or excretion properties. Task type varies by dataset: regression for continuous measurements (e.g., permeability, clearance, half-life) or binary classification for categorical outcomes (e.g., BBB penetration, CYP inhibition). Dataset: rlm. (1) The molecule is Cc1cnc(-c2ccccc2C(C)C)nc1NCC1CCN(c2cccnc2)C1. The result is 1 (stable in rat liver microsomes). (2) The result is 1 (stable in rat liver microsomes). The drug is Cc1ccccc1C(=O)Nc1nc2c(s1)CC(C(C)(C)C)CC2. (3) The result is 1 (stable in rat liver microsomes). The compound is COc1ccc2nc(N3CCC[C@@H](N)C3)n(Cc3ccccc3C#N)c(=O)c2c1. (4) The molecule is CC(C)(NC(=O)c1nn(CCN2CCOCC2)c2c1C[C@H]1C[C@@H]21)c1ccccc1. The result is 1 (stable in rat liver microsomes).